This data is from CYP3A4 substrate classification data from Carbon-Mangels et al.. The task is: Regression/Classification. Given a drug SMILES string, predict its absorption, distribution, metabolism, or excretion properties. Task type varies by dataset: regression for continuous measurements (e.g., permeability, clearance, half-life) or binary classification for categorical outcomes (e.g., BBB penetration, CYP inhibition). Dataset: cyp3a4_substrate_carbonmangels. (1) The compound is O=C1NC(=O)C(c2ccccc2)(c2ccccc2)N1. The result is 0 (non-substrate). (2) The compound is CCOC(=O)C1=C(C)NC(C)=C(C(=O)OC)[C@@H]1c1cccc2c1OCO2. The result is 1 (substrate). (3) The compound is C1CCC(C(C[C@H]2CCCCN2)C2CCCCC2)CC1. The result is 0 (non-substrate). (4) The drug is O=C1CN=C(c2ccccn2)c2cc(Br)ccc2N1. The result is 1 (substrate).